This data is from Catalyst prediction with 721,799 reactions and 888 catalyst types from USPTO. The task is: Predict which catalyst facilitates the given reaction. (1) Reactant: C([O:3][C:4]([C:6](=[N:10][NH:11][C:12]1[C:13]([O:27][CH3:28])=[C:14]([C:18]2[CH:23]=[CH:22][CH:21]=[C:20]([C:24]([OH:26])=[O:25])[CH:19]=2)[CH:15]=[CH:16][CH:17]=1)[C:7](=O)[CH3:8])=O)C.Cl.[CH3:30][C:31]1[CH:32]=[C:33]([NH:38][NH2:39])[CH:34]=[CH:35][C:36]=1[CH3:37].C([O-])(=O)C.[Na+]. The catalyst class is: 15. Product: [CH3:30][C:31]1[CH:32]=[C:33]([N:38]2[C:4](=[O:3])[C:6](=[N:10][NH:11][C:12]3[C:13]([O:27][CH3:28])=[C:14]([C:18]4[CH:23]=[CH:22][CH:21]=[C:20]([C:24]([OH:26])=[O:25])[CH:19]=4)[CH:15]=[CH:16][CH:17]=3)[C:7]([CH3:8])=[N:39]2)[CH:34]=[CH:35][C:36]=1[CH3:37]. (2) Reactant: [Cl:1][C:2]1[CH:7]=[C:6]([CH3:8])[CH:5]=[C:4]([O:9][CH3:10])[C:3]=1[CH2:11][C:12]([O:14]C)=[O:13].[OH-].[K+].O. Product: [Cl:1][C:2]1[CH:7]=[C:6]([CH3:8])[CH:5]=[C:4]([O:9][CH3:10])[C:3]=1[CH2:11][C:12]([OH:14])=[O:13]. The catalyst class is: 5.